Regression. Given a peptide amino acid sequence and an MHC pseudo amino acid sequence, predict their binding affinity value. This is MHC class I binding data. From a dataset of Peptide-MHC class I binding affinity with 185,985 pairs from IEDB/IMGT. (1) The peptide sequence is WRLVYASAV. The MHC is HLA-B27:05 with pseudo-sequence HLA-B27:05. The binding affinity (normalized) is 0.600. (2) The peptide sequence is YTLNNGVAM. The MHC is HLA-A02:11 with pseudo-sequence HLA-A02:11. The binding affinity (normalized) is 0.872.